From a dataset of Oral bioavailability binary classification data from Ma et al.. Regression/Classification. Given a drug SMILES string, predict its absorption, distribution, metabolism, or excretion properties. Task type varies by dataset: regression for continuous measurements (e.g., permeability, clearance, half-life) or binary classification for categorical outcomes (e.g., BBB penetration, CYP inhibition). Dataset: bioavailability_ma. (1) The molecule is COC(=O)C1=C(C)NC(C)=C(C(=O)OCCN(C)Cc2ccccc2)C1c1cccc([N+](=O)[O-])c1. The result is 1 (high bioavailability). (2) The molecule is COc1ccc(CCNCC(O)COc2cccc(C)c2)cc1OC. The result is 1 (high bioavailability). (3) The molecule is O=C(NCCO[N+](=O)[O-])c1cccnc1. The result is 1 (high bioavailability). (4) The compound is COc1cc2nc(N(C)CCCNC(=O)C3CCCO3)nc(N)c2cc1OC. The result is 1 (high bioavailability). (5) The drug is NC(=O)N1c2ccccc2C=Cc2ccccc21. The result is 1 (high bioavailability). (6) The drug is N[C@@H](C(=O)N[C@@H]1C(=O)N2C(C(=O)O)=C(Cl)CS[C@H]12)c1ccccc1. The result is 1 (high bioavailability). (7) The drug is COc1c(N2CCNC(C)C2)c(F)cc2c(=O)c(C(=O)O)cn(C3CC3)c12. The result is 1 (high bioavailability).